From a dataset of NCI-60 drug combinations with 297,098 pairs across 59 cell lines. Regression. Given two drug SMILES strings and cell line genomic features, predict the synergy score measuring deviation from expected non-interaction effect. (1) Drug 1: CC1C(C(CC(O1)OC2CC(CC3=C2C(=C4C(=C3O)C(=O)C5=C(C4=O)C(=CC=C5)OC)O)(C(=O)CO)O)N)O.Cl. Drug 2: CC1C(C(CC(O1)OC2CC(CC3=C2C(=C4C(=C3O)C(=O)C5=CC=CC=C5C4=O)O)(C(=O)C)O)N)O. Cell line: T-47D. Synergy scores: CSS=51.3, Synergy_ZIP=-4.90, Synergy_Bliss=-3.88, Synergy_Loewe=-0.580, Synergy_HSA=1.03. (2) Drug 1: C1CCN(CC1)CCOC2=CC=C(C=C2)C(=O)C3=C(SC4=C3C=CC(=C4)O)C5=CC=C(C=C5)O. Drug 2: C1=CC(=CC=C1CCCC(=O)O)N(CCCl)CCCl. Cell line: DU-145. Synergy scores: CSS=45.5, Synergy_ZIP=1.17, Synergy_Bliss=2.81, Synergy_Loewe=2.41, Synergy_HSA=2.29. (3) Drug 1: CC1=CC=C(C=C1)C2=CC(=NN2C3=CC=C(C=C3)S(=O)(=O)N)C(F)(F)F. Drug 2: CC(C)CN1C=NC2=C1C3=CC=CC=C3N=C2N. Cell line: CCRF-CEM. Synergy scores: CSS=1.10, Synergy_ZIP=-0.712, Synergy_Bliss=-1.89, Synergy_Loewe=-2.51, Synergy_HSA=-2.70. (4) Drug 1: CC(CN1CC(=O)NC(=O)C1)N2CC(=O)NC(=O)C2. Drug 2: C1=NC2=C(N=C(N=C2N1C3C(C(C(O3)CO)O)F)Cl)N. Cell line: NCI-H460. Synergy scores: CSS=49.9, Synergy_ZIP=-5.93, Synergy_Bliss=-3.26, Synergy_Loewe=-0.766, Synergy_HSA=-0.166. (5) Drug 1: C1=C(C(=O)NC(=O)N1)F. Drug 2: C1=NC(=NC(=O)N1C2C(C(C(O2)CO)O)O)N. Cell line: MALME-3M. Synergy scores: CSS=34.1, Synergy_ZIP=6.96, Synergy_Bliss=7.07, Synergy_Loewe=3.98, Synergy_HSA=4.23. (6) Drug 1: CN(C)C1=NC(=NC(=N1)N(C)C)N(C)C. Drug 2: C1C(C(OC1N2C=NC3=C2NC=NCC3O)CO)O. Cell line: OVCAR-4. Synergy scores: CSS=-5.02, Synergy_ZIP=-0.0810, Synergy_Bliss=-3.99, Synergy_Loewe=-7.64, Synergy_HSA=-7.28. (7) Drug 1: CCCS(=O)(=O)NC1=C(C(=C(C=C1)F)C(=O)C2=CNC3=C2C=C(C=N3)C4=CC=C(C=C4)Cl)F. Drug 2: CC(CN1CC(=O)NC(=O)C1)N2CC(=O)NC(=O)C2. Cell line: NCI-H322M. Synergy scores: CSS=-2.69, Synergy_ZIP=1.73, Synergy_Bliss=-1.44, Synergy_Loewe=-7.56, Synergy_HSA=-7.35. (8) Drug 1: CC1CCC2CC(C(=CC=CC=CC(CC(C(=O)C(C(C(=CC(C(=O)CC(OC(=O)C3CCCCN3C(=O)C(=O)C1(O2)O)C(C)CC4CCC(C(C4)OC)OCCO)C)C)O)OC)C)C)C)OC. Drug 2: CNC(=O)C1=NC=CC(=C1)OC2=CC=C(C=C2)NC(=O)NC3=CC(=C(C=C3)Cl)C(F)(F)F. Cell line: RXF 393. Synergy scores: CSS=2.38, Synergy_ZIP=-3.11, Synergy_Bliss=-3.44, Synergy_Loewe=-16.2, Synergy_HSA=-4.06.